Dataset: Full USPTO retrosynthesis dataset with 1.9M reactions from patents (1976-2016). Task: Predict the reactants needed to synthesize the given product. (1) The reactants are: [F:1][C:2]([F:7])([F:6])[C:3]([OH:5])=[O:4].[N:8]1[CH:13]=[CH:12][CH:11]=[C:10]([C:14]2[N:15]=[C:16]([S:19][CH2:20][C:21]([OH:23])=O)[NH:17][CH:18]=2)[CH:9]=1.[NH:24]1[CH2:29][CH2:28][CH2:27][CH2:26][CH2:25]1.[B-](F)(F)(F)F.CCOC(C(C#N)=NOC(N(C)C)=[N+](C)C)=O. Given the product [F:1][C:2]([F:7])([F:6])[C:3]([OH:5])=[O:4].[N:24]1([C:21](=[O:23])[CH2:20][S:19][C:16]2[NH:17][CH:18]=[C:14]([C:10]3[CH:9]=[N:8][CH:13]=[CH:12][CH:11]=3)[N:15]=2)[CH2:29][CH2:28][CH2:27][CH2:26][CH2:25]1, predict the reactants needed to synthesize it. (2) The reactants are: C(OP([CH2:9][C:10]([O:12][CH3:13])=[O:11])(OCC)=O)C.[H-].[Na+].[CH:16]([C:18]1[CH:25]=[CH:24][C:21]([C:22]#[N:23])=[CH:20][C:19]=1[N+:26]([O-:28])=[O:27])=O.O.N. Given the product [C:22]([C:21]1[CH:24]=[CH:25][C:18](/[CH:16]=[CH:9]/[C:10]([O:12][CH3:13])=[O:11])=[C:19]([N+:26]([O-:28])=[O:27])[CH:20]=1)#[N:23], predict the reactants needed to synthesize it. (3) The reactants are: FC(F)(F)S(O[C:7]1[C:11]2[C:12]([O:17][CH3:18])=[N:13][CH:14]=[C:15]([Cl:16])[C:10]=2[N:9]([C:19]2[C:24]([F:25])=[CH:23][CH:22]=[CH:21][C:20]=2[F:26])[N:8]=1)(=O)=O.CC1(C)C(C)(C)OB([C:37]2[CH:49]=[CH:48][C:40]([O:41][CH2:42][C:43]([O:45]CC)=[O:44])=[CH:39][CH:38]=2)O1.C(=O)([O-])[O-].[Cs+].[Cs+]. Given the product [Cl:16][C:15]1[C:10]2[N:9]([C:19]3[C:24]([F:25])=[CH:23][CH:22]=[CH:21][C:20]=3[F:26])[N:8]=[C:7]([C:37]3[CH:49]=[CH:48][C:40]([O:41][CH2:42][C:43]([OH:45])=[O:44])=[CH:39][CH:38]=3)[C:11]=2[C:12]([O:17][CH3:18])=[N:13][CH:14]=1, predict the reactants needed to synthesize it. (4) Given the product [CH3:10][O:9][C:3]1[CH:4]=[CH:5][C:6]([CH3:8])=[CH:7][C:2]=1[CH3:1], predict the reactants needed to synthesize it. The reactants are: [CH3:1][C:2]1[CH:7]=[C:6]([CH3:8])[CH:5]=[CH:4][C:3]=1[OH:9].[C:10](=O)([O-])[O-].[K+].[K+].CN(C=O)C.IC. (5) Given the product [F:1][C:2]1[CH:7]=[CH:6][CH:5]=[CH:4][C:3]=1[NH:8][C:9](=[O:17])[CH:10]([CH3:16])[C:11]([OH:13])=[O:12], predict the reactants needed to synthesize it. The reactants are: [F:1][C:2]1[CH:7]=[CH:6][CH:5]=[CH:4][C:3]=1[NH:8][C:9](=[O:17])[CH:10]([CH3:16])[C:11]([O:13]CC)=[O:12].[OH-].[Na+]. (6) Given the product [CH3:49][O:48][C:45]1[CH:46]=[CH:47][C:42]([CH:35]2[C:36]([CH3:40])([CH3:41])[CH2:37][C:38]3[C:33](=[CH:32][CH:31]=[C:30]([O:29][CH3:28])[CH:39]=3)[CH2:34]2)=[C:43]([NH2:50])[CH:44]=1, predict the reactants needed to synthesize it. The reactants are: BrC1C(C)(C)CC2C(C=1)=CC=C(OC)C=2.BrC1C=CC(OC)=CC=1[N+]([O-])=O.[CH3:28][O:29][C:30]1[CH:39]=[C:38]2[C:33]([CH:34]=[C:35]([C:42]3[CH:47]=[CH:46][C:45]([O:48][CH3:49])=[CH:44][C:43]=3[N+:50]([O-])=O)[C:36]([CH3:41])([CH3:40])[CH2:37]2)=[CH:32][CH:31]=1. (7) Given the product [CH3:23][S:20]([O:12][CH2:11][C:9]1[S:10][C:6]([CH2:5][O:4][CH3:3])=[CH:7][CH:8]=1)(=[O:22])=[O:21], predict the reactants needed to synthesize it. The reactants are: N#N.[CH3:3][O:4][CH2:5][C:6]1[S:10][C:9]([CH2:11][OH:12])=[CH:8][CH:7]=1.CCN(CC)CC.[S:20](Cl)([CH3:23])(=[O:22])=[O:21].